This data is from Forward reaction prediction with 1.9M reactions from USPTO patents (1976-2016). The task is: Predict the product of the given reaction. (1) The product is: [CH2:30]([O:29][C:27](=[O:28])[N:14]([S:15]([CH3:18])(=[O:16])=[O:17])[N:8]1[C:7](=[O:19])[C:6]2[C:11](=[CH:12][C:3]([CH2:1][CH3:2])=[C:4]([C:20]3[N:21]([CH3:25])[N:22]=[CH:23][CH:24]=3)[CH:5]=2)[NH:10][C:9]1=[O:13])[CH:31]([CH3:33])[CH3:32]. Given the reactants [CH2:1]([C:3]1[CH:12]=[C:11]2[C:6]([C:7](=[O:19])[N:8]([NH:14][S:15]([CH3:18])(=[O:17])=[O:16])[C:9](=[O:13])[NH:10]2)=[CH:5][C:4]=1[C:20]1[N:21]([CH3:25])[N:22]=[CH:23][CH:24]=1)[CH3:2].Cl[C:27]([O:29][CH2:30][CH:31]([CH3:33])[CH3:32])=[O:28], predict the reaction product. (2) Given the reactants [C:1]([CH2:3][NH:4][C:5](=[O:36])[C@H:6]([CH2:32][CH:33]([CH3:35])[CH3:34])[NH:7][C:8]1[C:9]([C:13]2[CH:18]=[CH:17][C:16]([N:19]3[CH2:24][CH2:23][N:22](C(OC(C)(C)C)=O)[CH2:21][CH2:20]3)=[CH:15][CH:14]=2)=[N:10][O:11][CH:12]=1)#[N:2].CS(O)(=O)=O, predict the reaction product. The product is: [C:1]([CH2:3][NH:4][C:5](=[O:36])[C@H:6]([CH2:32][CH:33]([CH3:34])[CH3:35])[NH:7][C:8]1[C:9]([C:13]2[CH:14]=[CH:15][C:16]([N:19]3[CH2:20][CH2:21][NH:22][CH2:23][CH2:24]3)=[CH:17][CH:18]=2)=[N:10][O:11][CH:12]=1)#[N:2].